From a dataset of Catalyst prediction with 721,799 reactions and 888 catalyst types from USPTO. Predict which catalyst facilitates the given reaction. (1) Reactant: [CH2-:1][C:2]([CH3:4])=[O:3].[N:5]([CH2:8][C@@H:9]1[C@H:13]([OH:14])[C@H:12]([OH:15])[C@H:11]([N:16]2[CH:24]=[N:23][C:22]3[C:17]2=[N:18][CH:19]=[N:20][C:21]=3[CH:25]2[CH2:29][CH2:28][O:27][CH2:26]2)[O:10]1)=[N+]=[N-]. Product: [CH2-:1][C:2]([CH3:4])=[O:3].[NH2:5][CH2:8][C@@H:9]1[C@H:13]([OH:14])[C@H:12]([OH:15])[C@H:11]([N:16]2[CH:24]=[N:23][C:22]3[C:17]2=[N:18][CH:19]=[N:20][C:21]=3[CH:25]2[CH2:29][CH2:28][O:27][CH2:26]2)[O:10]1. The catalyst class is: 29. (2) Reactant: C[O:2][C:3]([C@H:5]1[NH:21][C:20](=[O:22])[C@H:19]([CH:23]([CH3:25])[CH3:24])[NH:18][C:17](=[O:26])[C@@H:16]([NH:27][S:28]([C:31]2[CH:36]=[CH:35][C:34]([F:37])=[CH:33][CH:32]=2)(=[O:30])=[O:29])[CH2:15][C:14]2=[CH:38][CH:39]=[C:11]([CH:12]=[CH:13]2)[O:10][CH2:9][CH2:8][CH2:7][CH2:6]1)=O.CC(C[AlH]CC(C)C)C.CCOC(C)=O. Product: [F:37][C:34]1[CH:33]=[CH:32][C:31]([S:28]([NH:27][C@H:16]2[CH2:15][C:14]3=[CH:13][CH:12]=[C:11]([CH:39]=[CH:38]3)[O:10][CH2:9][CH2:8][CH2:7][CH2:6][C@@H:5]([CH:3]=[O:2])[NH:21][C:20](=[O:22])[C@H:19]([CH:23]([CH3:24])[CH3:25])[NH:18][C:17]2=[O:26])(=[O:29])=[O:30])=[CH:36][CH:35]=1. The catalyst class is: 2. (3) Reactant: [Cl:1][C:2]1[CH:7]=[CH:6][C:5]([S:8]([N:11]([CH2:21][C:22]2[CH:31]=[CH:30][C:25]([C:26]([O:28]C)=[O:27])=[CH:24][CH:23]=2)[CH:12]([C:15]2[CH:20]=[CH:19][CH:18]=[CH:17][CH:16]=2)[CH2:13][CH3:14])(=[O:10])=[O:9])=[CH:4][CH:3]=1.[OH-].[K+]. Product: [Cl:1][C:2]1[CH:3]=[CH:4][C:5]([S:8]([N:11]([CH2:21][C:22]2[CH:23]=[CH:24][C:25]([C:26]([OH:28])=[O:27])=[CH:30][CH:31]=2)[CH:12]([C:15]2[CH:20]=[CH:19][CH:18]=[CH:17][CH:16]=2)[CH2:13][CH3:14])(=[O:9])=[O:10])=[CH:6][CH:7]=1. The catalyst class is: 5. (4) Reactant: [CH2:1]([C:3]1[C:8]([CH2:9][S:10][C:11]2[N:16]=[C:15]([OH:17])[CH:14]=[C:13]([C:18]([F:21])([F:20])[F:19])[N:12]=2)=[CH:7][CH:6]=[CH:5][N:4]=1)[CH3:2].[ClH:22].O1CCOCC1. Product: [ClH:22].[CH2:1]([C:3]1[C:8]([CH2:9][S:10][C:11]2[N:16]=[C:15]([OH:17])[CH:14]=[C:13]([C:18]([F:21])([F:20])[F:19])[N:12]=2)=[CH:7][CH:6]=[CH:5][N:4]=1)[CH3:2]. The catalyst class is: 5. (5) Reactant: [CH3:1][O:2][CH2:3][CH2:4][S:5](Cl)(=[O:7])=[O:6].Cl.[Br:10][C:11]1[CH:12]=[C:13]2[C:17](=[C:18]([C:20]([NH2:22])=[O:21])[CH:19]=1)[NH:16][CH:15]=[C:14]2[CH:23]1[CH2:28][CH2:27][NH:26][CH2:25][CH2:24]1.O. Product: [Br:10][C:11]1[CH:12]=[C:13]2[C:17](=[C:18]([C:20]([NH2:22])=[O:21])[CH:19]=1)[NH:16][CH:15]=[C:14]2[CH:23]1[CH2:28][CH2:27][N:26]([S:5]([CH2:4][CH2:3][O:2][CH3:1])(=[O:7])=[O:6])[CH2:25][CH2:24]1. The catalyst class is: 289. (6) Reactant: [CH2:1]([O:4][C:5]1[CH:30]=[C:29]([C:31]2S[C:33]3[CH2:39][CH2:38][CH2:37][CH2:36][C:34]=3[N:35]=2)[CH:28]=[CH:27][C:6]=1[O:7][CH2:8][CH2:9][CH2:10][O:11][C:12]1[CH:13]=[C:14]2[C:18](=[CH:19][CH:20]=1)[C@H:17]([CH2:21][C:22]([O:24]CC)=[O:23])[CH2:16][CH2:15]2)[CH2:2][CH3:3].[OH-:40].[Li+]. Product: [CH2:1]([O:4][C:5]1[CH:30]=[C:29]([C:31]2[O:40][C:33]3[CH2:39][CH2:38][CH2:37][CH2:36][C:34]=3[N:35]=2)[CH:28]=[CH:27][C:6]=1[O:7][CH2:8][CH2:9][CH2:10][O:11][C:12]1[CH:13]=[C:14]2[C:18](=[CH:19][CH:20]=1)[C@H:17]([CH2:21][C:22]([OH:24])=[O:23])[CH2:16][CH2:15]2)[CH2:2][CH3:3]. The catalyst class is: 278.